From a dataset of Full USPTO retrosynthesis dataset with 1.9M reactions from patents (1976-2016). Predict the reactants needed to synthesize the given product. (1) Given the product [Br:16][CH2:1][C:2]1[C:11]2[C:6](=[CH:7][CH:8]=[CH:9][CH:10]=2)[C:5]([C:12]([O:14][CH3:15])=[O:13])=[CH:4][CH:3]=1, predict the reactants needed to synthesize it. The reactants are: [CH3:1][C:2]1[C:11]2[C:6](=[CH:7][CH:8]=[CH:9][CH:10]=2)[C:5]([C:12]([O:14][CH3:15])=[O:13])=[CH:4][CH:3]=1.[Br:16]N1C(=O)CCC1=O.CC(N=NC(C#N)(C)C)(C#N)C. (2) Given the product [CH:15]1([CH2:14][CH:13]([C:20]2[CH:21]=[CH:22][C:23]([O:26][C:27]3[CH:32]=[CH:31][CH:30]=[CH:29][CH:28]=3)=[CH:24][CH:25]=2)[C:12]([NH:11][C:8]2[S:9][CH:10]=[C:6]([CH2:4][OH:3])[N:7]=2)=[O:33])[CH2:16][CH2:17][CH2:18][CH2:19]1, predict the reactants needed to synthesize it. The reactants are: C([O:3][C:4]([C:6]1[N:7]=[C:8]([NH:11][C:12](=[O:33])[CH:13]([C:20]2[CH:25]=[CH:24][C:23]([O:26][C:27]3[CH:32]=[CH:31][CH:30]=[CH:29][CH:28]=3)=[CH:22][CH:21]=2)[CH2:14][CH:15]2[CH2:19][CH2:18][CH2:17][CH2:16]2)[S:9][CH:10]=1)=O)C.[H-].[Al+3].[Li+].[H-].[H-].[H-]. (3) Given the product [CH2:3]1[C:7]2[CH2:8][NH:9][CH2:10][C:6]=2[CH2:5][N:4]1[C:16]([O:18][C:19]([CH3:22])([CH3:21])[CH3:20])=[O:17], predict the reactants needed to synthesize it. The reactants are: Br.Br.[CH2:3]1[C:7]2[CH2:8][NH:9][CH2:10][C:6]=2[CH2:5][NH:4]1.C(=O)([O-])O.[Na+].[C:16](O[C:16]([O:18][C:19]([CH3:22])([CH3:21])[CH3:20])=[O:17])([O:18][C:19]([CH3:22])([CH3:21])[CH3:20])=[O:17]. (4) Given the product [NH2:1][C:5]1[CH:6]=[C:7]([C:12]([OH:14])=[O:13])[C:8]([OH:11])=[CH:9][CH:10]=1, predict the reactants needed to synthesize it. The reactants are: [NH:1]([C:5]1[CH:10]=[CH:9][C:8]([OH:11])=[CH:7][CH:6]=1)C(C)=O.[C:12](=O)([O-:14])[O-:13].[K+].[K+].[Si]([O-])([O-])([O-])[O-].[Al+3].[Si]([O-])([O-])([O-])[O-].[Si]([O-])([O-])([O-])[O-].[Al+3].[Al+3].[Al+3].C(=O)=O. (5) Given the product [F:1][C:2]1[CH:3]=[CH:4][C:5]([C:8]2([NH2:16])[CH2:9][O:10][C:11]([CH3:14])([CH3:15])[O:12][CH2:13]2)=[CH:6][CH:7]=1, predict the reactants needed to synthesize it. The reactants are: [F:1][C:2]1[CH:7]=[CH:6][C:5]([C:8]2([N+:16]([O-])=O)[CH2:13][O:12][C:11]([CH3:15])([CH3:14])[O:10][CH2:9]2)=[CH:4][CH:3]=1.